Task: Regression. Given a peptide amino acid sequence and an MHC pseudo amino acid sequence, predict their binding affinity value. This is MHC class I binding data.. Dataset: Peptide-MHC class I binding affinity with 185,985 pairs from IEDB/IMGT (1) The peptide sequence is QMYKTPTLKY. The MHC is HLA-A26:01 with pseudo-sequence HLA-A26:01. The binding affinity (normalized) is 0.256. (2) The peptide sequence is NVHRSQFAQ. The MHC is HLA-B15:01 with pseudo-sequence HLA-B15:01. The binding affinity (normalized) is 0.0847. (3) The peptide sequence is VVIKVSARK. The MHC is Patr-B0101 with pseudo-sequence Patr-B0101. The binding affinity (normalized) is 0. (4) The peptide sequence is GYDRRGEKY. The MHC is HLA-B07:02 with pseudo-sequence HLA-B07:02. The binding affinity (normalized) is 0.0847. (5) The peptide sequence is YPARVKCAL. The MHC is HLA-B08:02 with pseudo-sequence HLA-B08:02. The binding affinity (normalized) is 0.0847. (6) The peptide sequence is HPKKVKQAF. The MHC is HLA-A01:01 with pseudo-sequence HLA-A01:01. The binding affinity (normalized) is 0.213. (7) The peptide sequence is GASRRSWPLN. The MHC is HLA-B57:01 with pseudo-sequence HLA-B57:01. The binding affinity (normalized) is 0.126. (8) The peptide sequence is TYEAYVRYPEE. The MHC is Mamu-B03 with pseudo-sequence Mamu-B03. The binding affinity (normalized) is 0. (9) The peptide sequence is YQYIFLSFF. The MHC is HLA-A30:01 with pseudo-sequence HLA-A30:01. The binding affinity (normalized) is 0.0847. (10) The peptide sequence is SIGFEARIV. The MHC is HLA-A02:02 with pseudo-sequence HLA-A02:02. The binding affinity (normalized) is 0.148.